Dataset: Full USPTO retrosynthesis dataset with 1.9M reactions from patents (1976-2016). Task: Predict the reactants needed to synthesize the given product. Given the product [CH2:1]([CH:2]([CH2:5][CH2:40][CH2:39][CH2:38][CH2:29][CH2:30][CH2:31][CH2:32][CH2:33][CH3:34])[CH2:3][N:13]1[C:12]([C:8]2[S:7][CH:11]=[CH:10][CH:9]=2)=[C:19]2[C:15](=[C:16]([C:21]3[S:22][CH:23]=[CH:24][CH:25]=3)[N:17]([CH2:28][CH:29]([CH2:30][CH2:31][CH2:32][CH2:33][CH2:34][CH2:35][CH2:36][CH3:37])[CH2:38][CH2:39][CH2:40][CH2:41][CH2:42][CH2:43][CH2:44][CH2:45][CH2:46][CH3:47])[C:18]2=[O:20])[C:14]1=[O:26])[CH2:41][CH2:42][CH2:43][CH2:44][CH2:45][CH2:46][CH3:47], predict the reactants needed to synthesize it. The reactants are: [CH3:1][C:2]([CH3:5])([O-])[CH3:3].[K+].[S:7]1[CH:11]=[CH:10][CH:9]=[C:8]1[C:12]1[NH:13][C:14](=[O:26])[C:15]2[C:19]=1[C:18](=[O:20])[NH:17][C:16]=2[C:21]1[S:22][CH:23]=[CH:24][CH:25]=1.I[CH2:28][CH:29]([CH2:38][CH2:39][CH2:40][CH2:41][CH2:42][CH2:43][CH2:44][CH2:45][CH2:46][CH3:47])[CH2:30][CH2:31][CH2:32][CH2:33][CH2:34][CH2:35][CH2:36][CH3:37].O.